From a dataset of Full USPTO retrosynthesis dataset with 1.9M reactions from patents (1976-2016). Predict the reactants needed to synthesize the given product. (1) The reactants are: Cl[C:2]1[N:6]([CH3:7])[C:5]2[CH:8]=[CH:9][CH:10]=[CH:11][C:4]=2[N:3]=1.[CH2:12]([N:14]1[C:22]2[C:17](=[N:18][CH:19]=[CH:20][CH:21]=2)[N:16]([C:23]2[CH:28]=[CH:27][C:26]([OH:29])=[CH:25][CH:24]=2)[C:15]1=[O:30])[CH3:13].[H-].[Na+]. Given the product [CH2:12]([N:14]1[C:22]2[C:17](=[N:18][CH:19]=[CH:20][CH:21]=2)[N:16]([C:23]2[CH:24]=[CH:25][C:26]([O:29][C:2]3[N:6]([CH3:7])[C:5]4[CH:8]=[CH:9][CH:10]=[CH:11][C:4]=4[N:3]=3)=[CH:27][CH:28]=2)[C:15]1=[O:30])[CH3:13], predict the reactants needed to synthesize it. (2) Given the product [C:5]1([CH3:4])[CH:6]=[CH:7][C:8]([N:54]2[CH2:59][CH2:58][O:57][CH2:56][CH2:55]2)=[CH:9][CH:10]=1, predict the reactants needed to synthesize it. The reactants are: C([O-])(=O)CC[CH2:4][CH2:5][CH2:6][CH2:7][CH2:8][CH2:9][CH3:10].C([P+](CCCCCC)(CCCCCC)[CH2:4][CH2:5][CH2:6][CH2:7][CH2:8][CH2:9][CH2:10][CH2:4][CH2:5][CH2:6][CH2:7][CH2:8][CH2:9][CH3:10])CCCCC.C1([Mg]Br)C=CC=CC=1.[NH:54]1[CH2:59][CH2:58][O:57][CH2:56][CH2:55]1.ClC1C=CC(C)=CC=1. (3) Given the product [Br:1][C:2]1[C:6]2[N:7]=[C:8]([C:30]3[CH:31]=[CH:32][N:33]=[CH:34][CH:35]=3)[N:9]=[C:10]([NH:46][CH2:45][C@@H:44]([NH2:47])[CH2:43][C:37]3[CH:38]=[CH:39][CH:40]=[CH:41][CH:42]=3)[C:5]=2[S:4][C:3]=1[CH3:36], predict the reactants needed to synthesize it. The reactants are: [Br:1][C:2]1[C:6]2[N:7]=[C:8]([C:30]3[CH:35]=[CH:34][N:33]=[CH:32][CH:31]=3)[N:9]=[C:10](OS(C3C(C(C)C)=CC(C(C)C)=CC=3C(C)C)(=O)=O)[C:5]=2[S:4][C:3]=1[CH3:36].[C:37]1([CH2:43][C@H:44]([NH2:47])[CH2:45][NH2:46])[CH:42]=[CH:41][CH:40]=[CH:39][CH:38]=1.CCN(CC)CC. (4) Given the product [NH2:4][C@H:5]1[C:9]2([CH2:10][CH2:11]2)[CH2:8][N:7]([C:12]2[C:21]([O:22][CH3:23])=[C:20]3[C:15]([C:16](=[O:31])[C:17]([C:28]([OH:30])=[O:29])=[CH:18][N:19]3[C@@H:24]3[CH2:26][C@@H:25]3[F:27])=[CH:14][C:13]=2[F:32])[CH2:6]1, predict the reactants needed to synthesize it. The reactants are: F[B]F.[NH2:4][C@H:5]1[C:9]2([CH2:11][CH2:10]2)[CH2:8][N:7]([C:12]2[C:21]([O:22][CH3:23])=[C:20]3[C:15]([C:16](=[O:31])[C:17]([C:28]([OH:30])=[O:29])=[CH:18][N:19]3[C@@H:24]3[CH2:26][C@@H:25]3[F:27])=[CH:14][C:13]=2[F:32])[CH2:6]1. (5) Given the product [F:1][C:2]1[C:7]([O:8][CH3:9])=[CH:6][C:5]([O:10][CH3:11])=[C:4]([F:12])[C:3]=1[NH:13][CH2:14][C:15]1[C:16]([NH:23][CH2:24][CH3:25])=[N:17][C:18]([S:21][CH3:22])=[N:19][CH:20]=1, predict the reactants needed to synthesize it. The reactants are: [F:1][C:2]1[C:7]([O:8][CH3:9])=[CH:6][C:5]([O:10][CH3:11])=[C:4]([F:12])[C:3]=1[N:13]=[CH:14][C:15]1[C:16]([NH:23][CH2:24][CH3:25])=[N:17][C:18]([S:21][CH3:22])=[N:19][CH:20]=1.[H-].[Al+3].[Li+].[H-].[H-].[H-]. (6) Given the product [N:6]1([CH2:10][C@@H:11]2[CH2:14][C@H:13]([N:15]3[C:19]4[N:20]=[CH:21][N:22]=[C:23]([NH2:24])[C:18]=4[C:17]([C:36]4[CH:35]=[C:34]5[C:39]([CH:40]=[CH:41][C:32]([C:26]6[CH:31]=[CH:30][CH:29]=[CH:28][CH:27]=6)=[N:33]5)=[CH:38][CH:37]=4)=[CH:16]3)[CH2:12]2)[CH2:9][CH2:8][CH2:7]1, predict the reactants needed to synthesize it. The reactants are: CN(C=O)C.[N:6]1([CH2:10][C@@H:11]2[CH2:14][C@H:13]([N:15]3[C:19]4[N:20]=[CH:21][N:22]=[C:23]([NH2:24])[C:18]=4[C:17](I)=[CH:16]3)[CH2:12]2)[CH2:9][CH2:8][CH2:7]1.[C:26]1([C:32]2[CH:41]=[CH:40][C:39]3[C:34](=[CH:35][C:36](B4OC(C)(C)C(C)(C)O4)=[CH:37][CH:38]=3)[N:33]=2)[CH:31]=[CH:30][CH:29]=[CH:28][CH:27]=1.C([O-])([O-])=O.[Na+].[Na+]. (7) Given the product [Cl:26][C:5]1[CH:6]=[C:7]([C:8]([NH:10][C@H:11]([C:13]2[CH:14]=[CH:15][C:16]([C:17]([OH:19])=[O:18])=[CH:24][CH:25]=2)[CH3:12])=[O:9])[C:2]([O:34][C:31]2[CH:32]=[CH:33][C:28]([F:27])=[C:29]([CH3:35])[CH:30]=2)=[N:3][CH:4]=1, predict the reactants needed to synthesize it. The reactants are: Cl[C:2]1[C:7]([C:8]([NH:10][C@H:11]([C:13]2[CH:25]=[CH:24][C:16]([C:17]([O:19]C(C)(C)C)=[O:18])=[CH:15][CH:14]=2)[CH3:12])=[O:9])=[CH:6][C:5]([Cl:26])=[CH:4][N:3]=1.[F:27][C:28]1[CH:33]=[CH:32][C:31]([OH:34])=[CH:30][C:29]=1[CH3:35]. (8) Given the product [CH2:6]1[O:8][C@H:5]1[C@H:4]([OH:9])[C@H:3]([OH:10])[C@H:2]1[O:12][CH2:1]1, predict the reactants needed to synthesize it. The reactants are: [CH2:1]([OH:12])[C@@H:2](O)[C@H:3]([OH:10])[C@H:4]([OH:9])[C@@H:5]([OH:8])[CH2:6]O.Br.